Dataset: Experimentally validated miRNA-target interactions with 360,000+ pairs, plus equal number of negative samples. Task: Binary Classification. Given a miRNA mature sequence and a target amino acid sequence, predict their likelihood of interaction. Result: 0 (no interaction). The miRNA is rno-miR-375-3p with sequence UUUGUUCGUUCGGCUCGCGUGA. The protein sequence of the target gene is MDITAKMEISVNQQQFMPPACFFASQSIQLSPTDSQCSNKSASKQAKRQRSSSPELLRCKRRLNFAGFGYSLPQQQPHAVARRNERERNRVKLVNNGFATLREHVPNGAANKKMSKVETLRSAVEYIRALQQLLDEHDAVSAAFQSGVLSPTISQNYSNDMNSMAGSPVSSYSSDEGSYDPLSPEEQELLDFTNWF.